This data is from Full USPTO retrosynthesis dataset with 1.9M reactions from patents (1976-2016). The task is: Predict the reactants needed to synthesize the given product. (1) Given the product [ClH:1].[CH3:11][O:9][C:8]([C@H:4]1[CH2:5][CH2:6][CH2:7][C@H:3]1[NH2:2])=[O:10], predict the reactants needed to synthesize it. The reactants are: [ClH:1].[NH2:2][C@@H:3]1[CH2:7][CH2:6][CH2:5][C@@H:4]1[C:8]([OH:10])=[O:9].[CH3:11][Si](C=[N+]=[N-])(C)C. (2) Given the product [NH2:22][C:23](=[O:61])[C:24]([CH3:59])([CH3:60])[CH2:25][NH:26][C:27]([C@H:29]([CH:56]([CH3:57])[CH3:58])[CH2:30][C@@H:31]1[O:35][CH2:34][N:33]([C:10]([O:9][CH2:8][CH:5]2[CH2:6][CH2:7][N:2]([CH3:1])[CH2:3][CH2:4]2)=[O:11])[C@H:32]1[CH2:36][C@H:37]([CH2:41][C:42]1[CH:47]=[CH:46][C:45]([O:48][CH3:49])=[C:44]([O:50][CH2:51][CH2:52][CH2:53][O:54][CH3:55])[CH:43]=1)[CH:38]([CH3:40])[CH3:39])=[O:28], predict the reactants needed to synthesize it. The reactants are: [CH3:1][N:2]1[CH2:7][CH2:6][CH:5]([CH2:8][OH:9])[CH2:4][CH2:3]1.[C:10](=O)(OC(Cl)(Cl)Cl)[O:11]C(Cl)(Cl)Cl.[NH2:22][C:23](=[O:61])[C:24]([CH3:60])([CH3:59])[CH2:25][NH:26][C:27]([C@H:29]([CH:56]([CH3:58])[CH3:57])[CH2:30][C@@H:31]1[O:35][CH2:34][NH:33][C@H:32]1[CH2:36][C@H:37]([CH2:41][C:42]1[CH:47]=[CH:46][C:45]([O:48][CH3:49])=[C:44]([O:50][CH2:51][CH2:52][CH2:53][O:54][CH3:55])[CH:43]=1)[CH:38]([CH3:40])[CH3:39])=[O:28]. (3) Given the product [Br:1][C:2]1[CH:3]=[CH:4][C:5]([CH:8]([C:16]2[CH:21]=[CH:20][CH:19]=[CH:18][C:17]=2[CH3:22])[CH2:9][C:10]([C:28]2[C:27]([CH3:31])=[CH:26][N:25]=[C:24]([F:23])[CH:29]=2)=[O:11])=[CH:6][CH:7]=1, predict the reactants needed to synthesize it. The reactants are: [Br:1][C:2]1[CH:7]=[CH:6][C:5]([CH:8]([C:16]2[CH:21]=[CH:20][CH:19]=[CH:18][C:17]=2[CH3:22])[CH2:9][C:10](N(OC)C)=[O:11])=[CH:4][CH:3]=1.[F:23][C:24]1[CH:29]=[C:28](I)[C:27]([CH3:31])=[CH:26][N:25]=1. (4) Given the product [F:48][C:49]([F:54])([F:53])[C:50]([OH:52])=[O:51].[Cl:1][C:2]1[CH:7]=[CH:6][C:5]([CH2:8][NH:9][C:10]([C:12]2[NH:13][C:14]3[C:19]([CH:20]=2)=[CH:18][C:17]([NH:21][C:22]([C@@H:24]2[CH2:29][CH2:28][CH2:27][CH2:26][NH:25]2)=[O:23])=[CH:16][CH:15]=3)=[O:11])=[C:4]([F:37])[C:3]=1[O:38][C:39]1[CH:44]=[C:43]([C:45]#[N:46])[CH:42]=[C:41]([Cl:47])[CH:40]=1, predict the reactants needed to synthesize it. The reactants are: [Cl:1][C:2]1[CH:7]=[CH:6][C:5]([CH2:8][NH:9][C:10]([C:12]2[NH:13][C:14]3[C:19]([CH:20]=2)=[CH:18][C:17]([NH:21][C:22]([C@@H:24]2[CH2:29][CH2:28][CH2:27][CH2:26][N:25]2C(OC(C)(C)C)=O)=[O:23])=[CH:16][CH:15]=3)=[O:11])=[C:4]([F:37])[C:3]=1[O:38][C:39]1[CH:44]=[C:43]([C:45]#[N:46])[CH:42]=[C:41]([Cl:47])[CH:40]=1.[F:48][C:49]([F:54])([F:53])[C:50]([OH:52])=[O:51].